From a dataset of Full USPTO retrosynthesis dataset with 1.9M reactions from patents (1976-2016). Predict the reactants needed to synthesize the given product. (1) Given the product [P:28]([O:16][C:8]1[C:9]2[CH:15]=[CH:14][CH:13]=[CH:12][C:10]=2[C:11]2[C@H:3]([CH2:2][Cl:1])[CH2:4][N:5]([C:17](=[O:22])[C:18]([F:21])([F:19])[F:20])[C:6]=2[CH:7]=1)([O:27][C:23]([CH3:24])([CH3:25])[CH3:26])([O:29][C:30]([CH3:31])([CH3:32])[CH3:33])=[O:46], predict the reactants needed to synthesize it. The reactants are: [Cl:1][CH2:2][C@H:3]1[C:11]2[C:10]3[CH:12]=[CH:13][CH:14]=[CH:15][C:9]=3[C:8]([OH:16])=[CH:7][C:6]=2[N:5]([C:17](=[O:22])[C:18]([F:21])([F:20])[F:19])[CH2:4]1.[C:23]([O:27][P:28](N(C(C)C)C(C)C)[O:29][C:30]([CH3:33])([CH3:32])[CH3:31])([CH3:26])([CH3:25])[CH3:24].N1C=NN=N1.[OH:46]O. (2) Given the product [CH:30]1([NH:29][C:27](=[O:28])[C:26]([NH:22][C:21]2[C:16]([NH:15][C:10]3[CH:11]=[CH:12][C:13]([CH3:14])=[C:8]([F:7])[CH:9]=3)=[N:17][CH:18]=[CH:19][CH:20]=2)=[O:25])[CH2:32][CH2:31]1, predict the reactants needed to synthesize it. The reactants are: CC(C)([O-])C.[K+].[F:7][C:8]1[CH:9]=[C:10]([NH:15][C:16]2[C:21]([NH2:22])=[CH:20][CH:19]=[CH:18][N:17]=2)[CH:11]=[CH:12][C:13]=1[CH3:14].C([O:25][C:26](=O)[C:27]([NH:29][CH:30]1[CH2:32][CH2:31]1)=[O:28])C.O1CCCC1. (3) Given the product [F:9][C:10]1[C:15]([C:16]([F:19])([F:18])[F:17])=[CH:14][CH:13]=[CH:12][C:11]=1[C:20]1[CH:25]=[CH:24][N:23]=[C:22]([C:26](=[N:7][OH:8])[NH2:27])[CH:21]=1, predict the reactants needed to synthesize it. The reactants are: C(=O)([O-])O.[Na+].Cl.[NH2:7][OH:8].[F:9][C:10]1[C:15]([C:16]([F:19])([F:18])[F:17])=[CH:14][CH:13]=[CH:12][C:11]=1[C:20]1[CH:25]=[CH:24][N:23]=[C:22]([C:26]#[N:27])[CH:21]=1.